Dataset: Reaction yield outcomes from USPTO patents with 853,638 reactions. Task: Predict the reaction yield, written as a fraction of the theoretical maximum amount of product (1.0 means a 100% yield; for example, 0.34 means a 34% yield). (1) The reactants are [CH2:1]([O:8][C:9]1[CH:16]=[CH:15][C:12]([CH:13]=O)=[CH:11][CH:10]=1)[C:2]1[CH:7]=[CH:6][CH:5]=[CH:4][CH:3]=1.C[O-].[Na+].[N+:20]([CH3:23])([O-:22])=[O:21].Cl. The catalyst is CO. The product is [CH2:1]([O:8][C:9]1[CH:16]=[CH:15][C:12](/[CH:13]=[CH:23]/[N+:20]([O-:22])=[O:21])=[CH:11][CH:10]=1)[C:2]1[CH:7]=[CH:6][CH:5]=[CH:4][CH:3]=1. The yield is 1.00. (2) The reactants are Cl.Cl.[Cl:3][C:4]1[C:12]2[NH:11][N:10]=[CH:9][C:8]=2[C:7]2[CH2:13][N:14]([CH2:23][C:24]3[CH:29]=[CH:28][N:27]=[CH:26][CH:25]=3)[C:15](=[O:22])[C@H:16]([CH2:18][C:19](O)=[O:20])[CH2:17][C:6]=2[CH:5]=1.Cl.[O:31]=[C:32]1[N:41]([CH:42]2[CH2:47][CH2:46][NH:45][CH2:44][CH2:43]2)[CH2:40][C:39]2[C:34](=[CH:35][CH:36]=[CH:37][CH:38]=2)[NH:33]1.ClC1C2NN=CC=2C2CN(CC(C)(C)C)C(=O)[C@H](CC(=O)N3CCC(N4CC5C(=CC=CC=5)NC4=O)CC3)CC=2C=1. No catalyst specified. The product is [Cl:3][C:4]1[C:12]2[NH:11][N:10]=[CH:9][C:8]=2[C:7]2[CH2:13][N:14]([CH2:23][C:24]3[CH:25]=[CH:26][N:27]=[CH:28][CH:29]=3)[C:15](=[O:22])[C@H:16]([CH2:18][C:19](=[O:20])[N:45]3[CH2:44][CH2:43][CH:42]([N:41]4[CH2:40][C:39]5[C:34](=[CH:35][CH:36]=[CH:37][CH:38]=5)[NH:33][C:32]4=[O:31])[CH2:47][CH2:46]3)[CH2:17][C:6]=2[CH:5]=1. The yield is 0.270. (3) The reactants are [Cl:1][C:2]1[CH:3]=[C:4](OS(C(F)(F)F)(=O)=O)[CH:5]=[C:6]([Cl:32])[C:7]=1[CH2:8][C@@H:9]1[CH2:13][CH2:12][N:11]([C@H:14]2[CH2:19][CH2:18][C@H:17]([O:20][Si:21]([CH:28]([CH3:30])[CH3:29])([CH:25]([CH3:27])[CH3:26])[CH:22]([CH3:24])[CH3:23])[CH2:16][CH2:15]2)[C:10]1=[O:31].[CH3:41][O:42][C:43]([C:45]1[CH:50]=[CH:49][C:48](B(O)O)=[CH:47][CH:46]=1)=[O:44].C([O-])([O-])=O.[K+].[K+]. The catalyst is COCCOC.C1C=CC([P]([Pd]([P](C2C=CC=CC=2)(C2C=CC=CC=2)C2C=CC=CC=2)([P](C2C=CC=CC=2)(C2C=CC=CC=2)C2C=CC=CC=2)[P](C2C=CC=CC=2)(C2C=CC=CC=2)C2C=CC=CC=2)(C2C=CC=CC=2)C2C=CC=CC=2)=CC=1. The product is [CH3:41][O:42][C:43]([C:45]1[CH:50]=[CH:49][C:48]([C:4]2[CH:5]=[C:6]([Cl:32])[C:7]([CH2:8][C@@H:9]3[CH2:13][CH2:12][N:11]([C@H:14]4[CH2:15][CH2:16][C@H:17]([O:20][Si:21]([CH:22]([CH3:23])[CH3:24])([CH:25]([CH3:26])[CH3:27])[CH:28]([CH3:29])[CH3:30])[CH2:18][CH2:19]4)[C:10]3=[O:31])=[C:2]([Cl:1])[CH:3]=2)=[CH:47][CH:46]=1)=[O:44]. The yield is 0.800. (4) The reactants are C(OC(=O)[NH:7][C:8]1[CH:13]=[CH:12][CH:11]=[CH:10][C:9]=1[NH:14][C:15](=[O:38])[C:16]1[CH:21]=[CH:20][C:19]([CH:22]([NH:25][C:26]2[CH:31]=[C:30]([O:32][CH3:33])[C:29]([O:34][CH3:35])=[C:28]([O:36][CH3:37])[CH:27]=2)[CH2:23][OH:24])=[CH:18][CH:17]=1)(C)(C)C.[C:40](N1C=CN=C1)(N1C=CN=C1)=[O:41].CCN(CC)CC.[NH4+].[Cl-]. The catalyst is C1(C)C=CC=CC=1.C1COCC1.CCOC(C)=O. The product is [NH2:7][C:8]1[CH:13]=[CH:12][CH:11]=[CH:10][C:9]=1[NH:14][C:15](=[O:38])[C:16]1[CH:21]=[CH:20][C:19]([CH:22]2[CH2:23][O:24][C:40](=[O:41])[N:25]2[C:26]2[CH:31]=[C:30]([O:32][CH3:33])[C:29]([O:34][CH3:35])=[C:28]([O:36][CH3:37])[CH:27]=2)=[CH:18][CH:17]=1. The yield is 0.570. (5) The reactants are [CH:1]1([N:7]2[C:12](=[O:13])[CH2:11][C:10](=[O:14])[N:9]([C:15]([CH3:19])([CH3:18])[CH2:16][CH3:17])[C:8]2=[O:20])[CH2:6][CH2:5][CH2:4][CH2:3][CH2:2]1.C(N(C(C)C)CC)(C)C.[N:30]([CH2:33][C:34]([O:36]CC)=[O:35])=[C:31]=[O:32]. The catalyst is ClCCl. The product is [CH:1]1([N:7]2[C:12]([OH:13])=[C:11]([C:31]([NH:30][CH2:33][C:34]([OH:36])=[O:35])=[O:32])[C:10](=[O:14])[N:9]([C:15]([CH3:19])([CH3:18])[CH2:16][CH3:17])[C:8]2=[O:20])[CH2:2][CH2:3][CH2:4][CH2:5][CH2:6]1. The yield is 0.370. (6) The reactants are C(OC([NH:11][C@H:12]1[C@H:17]2[O:18][C@H:14]([CH2:15][CH2:16]2)[C@H:13]1[C:19]([O:21][CH3:22])=[O:20])=O)C1C=CC=CC=1. The catalyst is C(OCC)(=O)C.[Pd]. The product is [NH2:11][C@H:12]1[C@H:17]2[O:18][C@H:14]([CH2:15][CH2:16]2)[C@H:13]1[C:19]([O:21][CH3:22])=[O:20]. The yield is 0.800. (7) The reactants are [CH3:1][O:2][C:3]([C:5]1[C:14]([CH3:15])=[C:13]([OH:16])[C:12]2[C:7](=[CH:8][CH:9]=[C:10]([F:17])[CH:11]=2)[CH:6]=1)=[O:4].C([O-])([O-])=O.[K+].[K+].[CH2:24](Br)[C:25]1[CH:30]=[CH:29][CH:28]=[CH:27][CH:26]=1. The catalyst is CN(C=O)C.[N+](CCCC)(CCCC)(CCCC)CCCC.[I-].O. The product is [CH3:1][O:2][C:3]([C:5]1[C:14]([CH3:15])=[C:13]([O:16][CH2:24][C:25]2[CH:30]=[CH:29][CH:28]=[CH:27][CH:26]=2)[C:12]2[C:7](=[CH:8][CH:9]=[C:10]([F:17])[CH:11]=2)[CH:6]=1)=[O:4]. The yield is 0.840.